Dataset: Reaction yield outcomes from USPTO patents with 853,638 reactions. Task: Predict the reaction yield, written as a fraction of the theoretical maximum amount of product (1.0 means a 100% yield; for example, 0.34 means a 34% yield). (1) The reactants are C[O:2][C:3]([C:5]1[CH:10]=[CH:9][C:8]([NH:11][CH2:12][C:13]2[CH:18]=[CH:17][CH:16]=[C:15]([Br:19])[CH:14]=2)=[C:7]([NH2:20])[N:6]=1)=[O:4].[OH-].[Na+].C1COCC1.Cl. The catalyst is O. The product is [NH2:20][C:7]1[N:6]=[C:5]([C:3]([OH:4])=[O:2])[CH:10]=[CH:9][C:8]=1[NH:11][CH2:12][C:13]1[CH:18]=[CH:17][CH:16]=[C:15]([Br:19])[CH:14]=1. The yield is 0.830. (2) The reactants are Br[C:2]1[C:3]([NH:19][CH2:20][C:21]([CH3:24])([CH3:23])[CH3:22])=[N:4][C:5]([C:8]2[N:12]3[CH:13]=[C:14]([C:17]#[N:18])[CH:15]=[CH:16][C:11]3=[N:10][CH:9]=2)=[N:6][CH:7]=1.[N:25]1([C:31]([O:33][C:34]([CH3:37])([CH3:36])[CH3:35])=[O:32])[CH2:30][CH2:29][NH:28][CH2:27][CH2:26]1.CC(C)([O-])C.[Na+].C1(C2C=CC=CC=2)C=CC=CC=1P(C(C)(C)C)C(C)(C)C. The catalyst is C1(C)C=CC=CC=1.C1C=CC(/C=C/C(/C=C/C2C=CC=CC=2)=O)=CC=1.C1C=CC(/C=C/C(/C=C/C2C=CC=CC=2)=O)=CC=1.C1C=CC(/C=C/C(/C=C/C2C=CC=CC=2)=O)=CC=1.[Pd].[Pd].C(OCC)(=O)C.O. The product is [C:34]([O:33][C:31]([N:25]1[CH2:30][CH2:29][N:28]([C:2]2[C:3]([NH:19][CH2:20][C:21]([CH3:24])([CH3:23])[CH3:22])=[N:4][C:5]([C:8]3[N:12]4[CH:13]=[C:14]([C:17]#[N:18])[CH:15]=[CH:16][C:11]4=[N:10][CH:9]=3)=[N:6][CH:7]=2)[CH2:27][CH2:26]1)=[O:32])([CH3:37])([CH3:35])[CH3:36]. The yield is 0.160. (3) The reactants are [O:1]1[CH2:6][CH2:5][N:4]([C:7]2[N:12]=[C:11]([N:13]3[CH2:18][CH2:17][O:16][CH2:15][CH2:14]3)[N:10]=[C:9]([C:19]3[CH:24]=[CH:23][C:22]([NH:25][C:26](=[O:37])[NH:27][C:28]4[CH:36]=[CH:35][C:31]([C:32]([OH:34])=O)=[CH:30][CH:29]=4)=[CH:21][CH:20]=3)[N:8]=2)[CH2:3][CH2:2]1.C[CH2:39][N:40](C(C)C)C(C)C.CN(C(ON1N=NC2C=CC=CC1=2)=[N+](C)C)C.F[P-](F)(F)(F)(F)F.CN. The catalyst is CN1C(=O)CCC1. The product is [O:16]1[CH2:15][CH2:14][N:13]([C:11]2[N:12]=[C:7]([N:4]3[CH2:3][CH2:2][O:1][CH2:6][CH2:5]3)[N:8]=[C:9]([C:19]3[CH:20]=[CH:21][C:22]([NH:25][C:26](=[O:37])[NH:27][C:28]4[CH:36]=[CH:35][C:31]([C:32]([NH:40][CH3:39])=[O:34])=[CH:30][CH:29]=4)=[CH:23][CH:24]=3)[N:10]=2)[CH2:18][CH2:17]1. The yield is 0.770. (4) The reactants are [CH3:1][O:2][CH2:3][C@@H:4]1[CH2:6][O:5]1.[NH2:7][CH2:8][CH2:9][CH2:10][CH2:11][NH:12][C:13](=[O:19])[O:14][C:15]([CH3:18])([CH3:17])[CH3:16]. The catalyst is CC(O)(C)C. The product is [OH:5][C@H:4]([CH2:3][O:2][CH3:1])[CH2:6][NH:7][CH2:8][CH2:9][CH2:10][CH2:11][NH:12][C:13](=[O:19])[O:14][C:15]([CH3:17])([CH3:16])[CH3:18]. The yield is 0.610.